Dataset: Reaction yield outcomes from USPTO patents with 853,638 reactions. Task: Predict the reaction yield, written as a fraction of the theoretical maximum amount of product (1.0 means a 100% yield; for example, 0.34 means a 34% yield). The reactants are [O:1]=[C:2]1[CH2:7][C:6](=O)[CH2:5][CH2:4][N:3]1C(OC(C)(C)C)=O.[C:16]1([NH:22]N)[CH:21]=[CH:20][CH:19]=[CH:18][CH:17]=1.OS(O)(=O)=O. The catalyst is C(O)(C(F)(F)F)=O.C(OCC)(=O)C. The product is [C:2]1(=[O:1])[C:7]2[C:21]3[CH:20]=[CH:19][CH:18]=[CH:17][C:16]=3[NH:22][C:6]=2[CH2:5][CH2:4][NH:3]1. The yield is 0.400.